This data is from Catalyst prediction with 721,799 reactions and 888 catalyst types from USPTO. The task is: Predict which catalyst facilitates the given reaction. Reactant: [F:1][C:2]1[C:7]2[N:8]=[N:9][S:10][C:6]=2[CH:5]=[C:4]([C:11](O)=[O:12])[C:3]=1[NH:14][C:15]1[CH:20]=[CH:19][C:18]([Br:21])=[CH:17][C:16]=1[Cl:22].C1C=CC2N(O)N=NC=2C=1.CCN=C=NCCCN(C)C.[CH3:44][C:45]1([CH3:53])[O:49][CH:48]([CH2:50][O:51][NH2:52])[CH2:47][O:46]1.[NH4+].[Cl-]. Product: [CH3:44][C:45]1([CH3:53])[O:49][CH:48]([CH2:50][O:51][NH:52][C:11]([C:4]2[C:3]([NH:14][C:15]3[CH:20]=[CH:19][C:18]([Br:21])=[CH:17][C:16]=3[Cl:22])=[C:2]([F:1])[C:7]3[N:8]=[N:9][S:10][C:6]=3[CH:5]=2)=[O:12])[CH2:47][O:46]1. The catalyst class is: 2.